This data is from Reaction yield outcomes from USPTO patents with 853,638 reactions. The task is: Predict the reaction yield, written as a fraction of the theoretical maximum amount of product (1.0 means a 100% yield; for example, 0.34 means a 34% yield). (1) The reactants are [CH2:1]([O:3][C:4](=[O:22])[CH2:5][NH:6][CH2:7][CH2:8][NH:9][S:10]([C:13]1[S:14][C:15]2[CH:21]=[CH:20][CH:19]=[CH:18][C:16]=2[N:17]=1)(=[O:12])=[O:11])[CH3:2].[CH3:23][O:24][C:25]1[CH:46]=[CH:45][C:28]([CH2:29][O:30][C:31]([NH:33][C:34]2[CH:39]=[CH:38][N:37]([CH2:40][C:41](O)=[O:42])[C:36](=[O:44])[N:35]=2)=[O:32])=[CH:27][CH:26]=1. No catalyst specified. The product is [CH2:1]([O:3][C:4](=[O:22])[CH2:5][N:6]([CH2:7][CH2:8][NH:9][S:10]([C:13]1[S:14][C:15]2[CH:21]=[CH:20][CH:19]=[CH:18][C:16]=2[N:17]=1)(=[O:12])=[O:11])[C:41](=[O:42])[CH2:40][N:37]1[CH:38]=[CH:39][C:34]([NH:33][C:31]([O:30][CH2:29][C:28]2[CH:45]=[CH:46][C:25]([O:24][CH3:23])=[CH:26][CH:27]=2)=[O:32])=[N:35][C:36]1=[O:44])[CH3:2]. The yield is 0.870. (2) The yield is 0.950. The product is [Cl:25][C:26]1[CH:34]=[CH:33][C:29]([C:30]([NH:32][C:21]([C:10]2[C:9]([CH3:24])=[C:8]([C:5]3[CH:6]=[CH:7][C:2]([Cl:1])=[CH:3][CH:4]=3)[N:12]([C:13]3[CH:18]=[CH:17][C:16]([Cl:19])=[CH:15][C:14]=3[Cl:20])[N:11]=2)=[O:22])=[O:31])=[CH:28][CH:27]=1. No catalyst specified. The reactants are [Cl:1][C:2]1[CH:7]=[CH:6][C:5]([C:8]2[N:12]([C:13]3[CH:18]=[CH:17][C:16]([Cl:19])=[CH:15][C:14]=3[Cl:20])[N:11]=[C:10]([C:21](Cl)=[O:22])[C:9]=2[CH3:24])=[CH:4][CH:3]=1.[Cl:25][C:26]1[CH:34]=[CH:33][C:29]([C:30]([NH2:32])=[O:31])=[CH:28][CH:27]=1.C[Si]([N-][Si](C)(C)C)(C)C.[Li+]. (3) The reactants are [O:1]=[S:2]1(=[O:17])[CH2:7][CH2:6][N:5]([C:8]2[CH:9]=[C:10]([CH:14]=[CH:15][CH:16]=2)[C:11]([OH:13])=[O:12])[CH2:4][CH2:3]1.S(=O)(=O)(O)O.[CH3:23]O. No catalyst specified. The product is [O:17]=[S:2]1(=[O:1])[CH2:3][CH2:4][N:5]([C:8]2[CH:9]=[C:10]([CH:14]=[CH:15][CH:16]=2)[C:11]([O:13][CH3:23])=[O:12])[CH2:6][CH2:7]1. The yield is 0.900.